From a dataset of Full USPTO retrosynthesis dataset with 1.9M reactions from patents (1976-2016). Predict the reactants needed to synthesize the given product. (1) Given the product [Cl:1][C:2]1[CH:10]=[CH:9][CH:8]=[C:7]([CH3:11])[C:3]=1[C:4]([NH:12][C:13]1[CH:18]=[CH:17][CH:16]=[CH:15][CH:14]=1)=[O:5], predict the reactants needed to synthesize it. The reactants are: [Cl:1][C:2]1[CH:10]=[CH:9][CH:8]=[C:7]([CH3:11])[C:3]=1[C:4](Cl)=[O:5].[NH2:12][C:13]1[CH:18]=[CH:17][CH:16]=[CH:15][CH:14]=1. (2) Given the product [CH3:16][C:17]1[CH:22]=[C:21]([C:23]2[C:27]([CH3:28])=[C:26]([O:29][CH3:30])[N:25]([CH3:31])[N:24]=2)[CH:20]=[CH:19][C:18]=1[O:32][CH2:2][C:3]1[CH:8]=[CH:7][CH:6]=[CH:5][C:4]=1[N:9]1[C:13](=[O:14])[N:12]([CH3:15])[N:11]=[N:10]1, predict the reactants needed to synthesize it. The reactants are: Br[CH2:2][C:3]1[CH:8]=[CH:7][CH:6]=[CH:5][C:4]=1[N:9]1[C:13](=[O:14])[N:12]([CH3:15])[N:11]=[N:10]1.[CH3:16][C:17]1[CH:22]=[C:21]([C:23]2[C:27]([CH3:28])=[C:26]([O:29][CH3:30])[N:25]([CH3:31])[N:24]=2)[CH:20]=[CH:19][C:18]=1[OH:32].C(=O)([O-])[O-].[K+].[K+]. (3) Given the product [CH3:1][N:2]1[CH:6]=[C:5]([C:7]2[C:16]([O:17][S:19]([C:22]([F:25])([F:24])[F:23])(=[O:20])=[O:18])=[CH:15][CH:14]=[C:13]3[C:8]=2[CH:9]=[CH:10][CH:11]=[N:12]3)[CH:4]=[N:3]1, predict the reactants needed to synthesize it. The reactants are: [CH3:1][N:2]1[CH:6]=[C:5]([C:7]2[C:16]([OH:17])=[CH:15][CH:14]=[C:13]3[C:8]=2[CH:9]=[CH:10][CH:11]=[N:12]3)[CH:4]=[N:3]1.[O:18](S(C(F)(F)F)(=O)=O)[S:19]([C:22]([F:25])([F:24])[F:23])(=O)=[O:20]. (4) The reactants are: Cl.[CH2:2]([O:4][C:5](=[O:21])[CH:6]([CH2:14][C:15]1[CH:20]=[CH:19][CH:18]=[CH:17][CH:16]=1)[CH2:7][P:8]([CH:11](N)[CH3:12])([OH:10])=[O:9])[CH3:3].[C:22]([O:26][C:27]([NH:29][CH:30]([C:36]([N:38]1[CH2:42][CH2:41][CH2:40][CH:39]1[C:43]#[N:44])=[O:37])[CH2:31][CH2:32][C:33](O)=[O:34])=[O:28])([CH3:25])([CH3:24])[CH3:23].CN1CCOCC1.Cl.CN(C)CCCN=C=NCC.OC1C2N=NNC=2C=CC=1. Given the product [CH2:2]([O:4][C:5](=[O:21])[CH:6]([CH2:14][C:15]1[CH:20]=[CH:19][CH:18]=[CH:17][CH:16]=1)[CH2:7][P:8]([CH:11]([C:33](=[O:34])[CH2:32][CH2:31][CH:30]([NH:29][C:27]([O:26][C:22]([CH3:24])([CH3:23])[CH3:25])=[O:28])[C:36]([N:38]1[CH2:42][CH2:41][CH2:40][CH:39]1[C:43]#[N:44])=[O:37])[CH3:12])([OH:10])=[O:9])[CH3:3], predict the reactants needed to synthesize it. (5) Given the product [CH2:1]([O:8][C:9]1[CH:14]=[CH:13][C:12]([CH2:15][C@H:16]([NH:20][C:21](=[O:27])[O:22][C:23]([CH3:26])([CH3:25])[CH3:24])[C:17](=[S:37])[NH2:18])=[CH:11][CH:10]=1)[C:2]1[CH:7]=[CH:6][CH:5]=[CH:4][CH:3]=1, predict the reactants needed to synthesize it. The reactants are: [CH2:1]([O:8][C:9]1[CH:14]=[CH:13][C:12]([CH2:15][C@H:16]([NH:20][C:21](=[O:27])[O:22][C:23]([CH3:26])([CH3:25])[CH3:24])[C:17](=O)[NH2:18])=[CH:11][CH:10]=1)[C:2]1[CH:7]=[CH:6][CH:5]=[CH:4][CH:3]=1.COC1C=CC(P2(SP(C3C=CC(OC)=CC=3)(=S)S2)=[S:37])=CC=1.C(=O)([O-])O.[Na+]. (6) Given the product [Cl:1][C:2]1[C:3]([F:27])=[C:4]([N:8]2[C:9](=[O:26])[C:10]3[C:15](=[CH:14][CH:13]=[CH:12][CH:11]=3)[C:16]2([C:18]2[CH:23]=[CH:22][C:21]3[NH:24][C:28](=[O:29])[NH:25][C:20]=3[CH:19]=2)[OH:17])[CH:5]=[CH:6][CH:7]=1, predict the reactants needed to synthesize it. The reactants are: [Cl:1][C:2]1[C:3]([F:27])=[C:4]([N:8]2[C:16]([C:18]3[CH:23]=[CH:22][C:21]([NH2:24])=[C:20]([NH2:25])[CH:19]=3)([OH:17])[C:15]3[C:10](=[CH:11][CH:12]=[CH:13][CH:14]=3)[C:9]2=[O:26])[CH:5]=[CH:6][CH:7]=1.[C:28](N1C=CN=C1)(N1C=CN=C1)=[O:29]. (7) Given the product [Br:9][C:4]1[C:5]([NH2:8])=[N:6][CH:7]=[C:2]([Cl:1])[CH:3]=1, predict the reactants needed to synthesize it. The reactants are: [Cl:1][C:2]1[CH:3]=[CH:4][C:5]([NH2:8])=[N:6][CH:7]=1.[Br:9]Br.S([O-])([O-])(=O)=S.[Na+].[Na+].